Dataset: Reaction yield outcomes from USPTO patents with 853,638 reactions. Task: Predict the reaction yield, written as a fraction of the theoretical maximum amount of product (1.0 means a 100% yield; for example, 0.34 means a 34% yield). The reactants are [F:1][C:2]([F:9])([F:8])[C:3](OCC)=[O:4].[Na].[Cl:11][C:12]1[CH:17]=[CH:16][C:15]([CH2:18][C:19]([O:21][CH2:22][CH3:23])=[O:20])=[CH:14][CH:13]=1.Cl. The catalyst is CCOCC. The product is [Cl:11][C:12]1[CH:13]=[CH:14][C:15]([CH:18]([C:3](=[O:4])[C:2]([F:9])([F:8])[F:1])[C:19]([O:21][CH2:22][CH3:23])=[O:20])=[CH:16][CH:17]=1. The yield is 0.340.